Dataset: Reaction yield outcomes from USPTO patents with 853,638 reactions. Task: Predict the reaction yield, written as a fraction of the theoretical maximum amount of product (1.0 means a 100% yield; for example, 0.34 means a 34% yield). (1) The reactants are [C:1]1(B(O)O)[C:10]2[C:5](=[CH:6][CH:7]=[CH:8][CH:9]=2)[CH:4]=[CH:3][CH:2]=1.[C:14]1([C:26]2[C:27](=[O:42])[NH:28][C:29](=[O:41])[C:30]=2[C:31]2[C:39]3[C:34](=[CH:35][CH:36]=[C:37](Br)[CH:38]=3)[NH:33][CH:32]=2)[C:24]2=[C:25]3[C:20](=[CH:21][CH:22]=[CH:23]2)[CH2:19][CH2:18][CH2:17][N:16]3[CH:15]=1.O. The catalyst is C1(C)C=CC=CC=1.C(O)C.C([O-])(O)=O.[Na+]. The product is [C:14]1([C:26]2[C:27](=[O:42])[NH:28][C:29](=[O:41])[C:30]=2[C:31]2[C:39]3[C:34](=[CH:35][CH:36]=[C:37]([C:1]4[C:10]5[C:5](=[CH:6][CH:7]=[CH:8][CH:9]=5)[CH:4]=[CH:3][CH:2]=4)[CH:38]=3)[NH:33][CH:32]=2)[C:24]2=[C:25]3[C:20](=[CH:21][CH:22]=[CH:23]2)[CH2:19][CH2:18][CH2:17][N:16]3[CH:15]=1. The yield is 0.710. (2) The reactants are [CH3:1][C:2]([CH3:9])=[CH:3][C:4]([N:6]=[C:7]=[S:8])=[O:5].[NH:10]1[CH2:14][CH2:13][CH2:12][CH2:11]1. The catalyst is C1C=CC=CC=1. The product is [N:10]1([C:7]([NH:6][C:4](=[O:5])[CH:3]=[C:2]([CH3:9])[CH3:1])=[S:8])[CH2:14][CH2:13][CH2:12][CH2:11]1. The yield is 1.10. (3) The reactants are [NH2:1][C:2]1[CH:7]=[CH:6][C:5]([OH:8])=[C:4]([F:9])[CH:3]=1.[CH:10](=O)[C:11]1[CH:16]=[CH:15][CH:14]=[CH:13][CH:12]=1.O.C1(C)C=CC(S(O)(=O)=O)=CC=1. The catalyst is C1(C)C=CC=CC=1. The product is [CH:10](=[N:1]/[C:2]1[CH:7]=[CH:6][C:5]([OH:8])=[C:4]([F:9])[CH:3]=1)\[C:11]1[CH:16]=[CH:15][CH:14]=[CH:13][CH:12]=1. The yield is 0.700. (4) The yield is 1.00. The product is [OH:16][C:13]1[CH:14]=[CH:15][C:10]([C:8]([NH:7][C:1]2[CH:6]=[CH:5][CH:4]=[CH:3][CH:2]=2)=[O:9])=[CH:11][CH:12]=1. The reactants are [C:1]1([NH:7][C:8]([C:10]2[CH:15]=[CH:14][C:13]([O:16]C(=O)C)=[CH:12][CH:11]=2)=[O:9])[CH:6]=[CH:5][CH:4]=[CH:3][CH:2]=1.[OH-].[Na+].Cl. The catalyst is CCOCC.CCCCCCC. (5) The yield is 0.710. The reactants are [Cl-].O[NH3+:3].[C:4](=[O:7])([O-])[OH:5].[Na+].CS(C)=O.[CH:13]1([C:16]2[N:44]=[C:19]3[N:20]([CH3:43])[C:21](=[O:42])[C:22]([CH2:27][C:28]4[CH:33]=[CH:32][C:31]([C:34]5[C:35]([C:40]#[N:41])=[CH:36][CH:37]=[CH:38][CH:39]=5)=[CH:30][CH:29]=4)=[C:23]([CH2:24][CH2:25][CH3:26])[N:18]3[N:17]=2)[CH2:15][CH2:14]1. The catalyst is C(OCC)(=O)C. The product is [CH:13]1([C:16]2[N:44]=[C:19]3[N:20]([CH3:43])[C:21](=[O:42])[C:22]([CH2:27][C:28]4[CH:33]=[CH:32][C:31]([C:34]5[CH:39]=[CH:38][CH:37]=[CH:36][C:35]=5[C:40]5[NH:3][C:4](=[O:7])[O:5][N:41]=5)=[CH:30][CH:29]=4)=[C:23]([CH2:24][CH2:25][CH3:26])[N:18]3[N:17]=2)[CH2:15][CH2:14]1. (6) The product is [C:1]([C:3]1[CH:8]=[CH:7][N:6]=[C:5]([C:12]([OH:13])=[O:11])[CH:4]=1)#[N:2]. The reactants are [C:1]([C:3]1[CH:8]=[CH:7][N:6]=[CH:5][CH:4]=1)#[N:2].C([O:11][C:12](=O)[O:13]CC)C.C([Li])(C)(C)C. The yield is 0.150. The catalyst is O1CCCC1. (7) The reactants are [OH:1][C@@:2]1([C:9]#[C:10][C:11]2[CH:12]=[C:13]([C:17]3[N:22]=[C:21]([C:23]([O:25]CC)=O)[CH:20]=[C:19]([C:28]4[CH:29]=[N:30][C:31]([CH3:34])=[CH:32][CH:33]=4)[N:18]=3)[CH:14]=[CH:15][CH:16]=2)[CH2:6][CH2:5][N:4]([CH3:7])[C:3]1=[O:8].[NH3:35]. No catalyst specified. The product is [OH:1][C@@:2]1([C:9]#[C:10][C:11]2[CH:12]=[C:13]([C:17]3[N:22]=[C:21]([C:23]([NH2:35])=[O:25])[CH:20]=[C:19]([C:28]4[CH:29]=[N:30][C:31]([CH3:34])=[CH:32][CH:33]=4)[N:18]=3)[CH:14]=[CH:15][CH:16]=2)[CH2:6][CH2:5][N:4]([CH3:7])[C:3]1=[O:8]. The yield is 0.430.